Dataset: NCI-60 drug combinations with 297,098 pairs across 59 cell lines. Task: Regression. Given two drug SMILES strings and cell line genomic features, predict the synergy score measuring deviation from expected non-interaction effect. (1) Drug 1: C1=CC(=CC=C1C#N)C(C2=CC=C(C=C2)C#N)N3C=NC=N3. Drug 2: CN(CC1=CN=C2C(=N1)C(=NC(=N2)N)N)C3=CC=C(C=C3)C(=O)NC(CCC(=O)O)C(=O)O. Cell line: HT29. Synergy scores: CSS=62.1, Synergy_ZIP=24.8, Synergy_Bliss=20.4, Synergy_Loewe=-16.8, Synergy_HSA=18.7. (2) Drug 1: CN(CC1=CN=C2C(=N1)C(=NC(=N2)N)N)C3=CC=C(C=C3)C(=O)NC(CCC(=O)O)C(=O)O. Drug 2: C1C(C(OC1N2C=NC(=NC2=O)N)CO)O. Cell line: OVCAR3. Synergy scores: CSS=31.8, Synergy_ZIP=-10.2, Synergy_Bliss=-13.5, Synergy_Loewe=-23.0, Synergy_HSA=-8.81. (3) Drug 1: C1=C(C(=O)NC(=O)N1)N(CCCl)CCCl. Drug 2: C1=CN(C(=O)N=C1N)C2C(C(C(O2)CO)O)O.Cl. Cell line: UACC-257. Synergy scores: CSS=6.17, Synergy_ZIP=-2.97, Synergy_Bliss=-0.335, Synergy_Loewe=-4.03, Synergy_HSA=-1.84. (4) Drug 1: CS(=O)(=O)C1=CC(=C(C=C1)C(=O)NC2=CC(=C(C=C2)Cl)C3=CC=CC=N3)Cl. Synergy scores: CSS=8.39, Synergy_ZIP=-3.81, Synergy_Bliss=-0.735, Synergy_Loewe=-8.19, Synergy_HSA=-2.86. Drug 2: C1=CC(=CC=C1CC(C(=O)O)N)N(CCCl)CCCl.Cl. Cell line: BT-549. (5) Drug 1: CC1=C(C=C(C=C1)C(=O)NC2=CC(=CC(=C2)C(F)(F)F)N3C=C(N=C3)C)NC4=NC=CC(=N4)C5=CN=CC=C5. Drug 2: CN(C(=O)NC(C=O)C(C(C(CO)O)O)O)N=O. Cell line: HCT-15. Synergy scores: CSS=9.87, Synergy_ZIP=-1.54, Synergy_Bliss=-3.88, Synergy_Loewe=-1.28, Synergy_HSA=-3.38. (6) Drug 1: C1CC(=O)NC(=O)C1N2CC3=C(C2=O)C=CC=C3N. Drug 2: CCC(=C(C1=CC=CC=C1)C2=CC=C(C=C2)OCCN(C)C)C3=CC=CC=C3.C(C(=O)O)C(CC(=O)O)(C(=O)O)O. Cell line: UACC62. Synergy scores: CSS=-0.957, Synergy_ZIP=-1.08, Synergy_Bliss=-2.27, Synergy_Loewe=-1.12, Synergy_HSA=-1.30. (7) Drug 1: CN(C)N=NC1=C(NC=N1)C(=O)N. Drug 2: CC1=C(C(=O)C2=C(C1=O)N3CC4C(C3(C2COC(=O)N)OC)N4)N. Cell line: RPMI-8226. Synergy scores: CSS=34.8, Synergy_ZIP=5.70, Synergy_Bliss=8.94, Synergy_Loewe=-0.834, Synergy_HSA=8.87. (8) Drug 1: CCC1(CC2CC(C3=C(CCN(C2)C1)C4=CC=CC=C4N3)(C5=C(C=C6C(=C5)C78CCN9C7C(C=CC9)(C(C(C8N6C)(C(=O)OC)O)OC(=O)C)CC)OC)C(=O)OC)O.OS(=O)(=O)O. Drug 2: CC(C)NC(=O)C1=CC=C(C=C1)CNNC.Cl. Cell line: COLO 205. Synergy scores: CSS=5.19, Synergy_ZIP=-0.425, Synergy_Bliss=2.73, Synergy_Loewe=3.89, Synergy_HSA=2.34.